This data is from Forward reaction prediction with 1.9M reactions from USPTO patents (1976-2016). The task is: Predict the product of the given reaction. (1) Given the reactants Cl.[C:2]([C:4]1[CH:9]=[CH:8][C:7]([NH:10]N)=[CH:6][CH:5]=1)#[N:3].[C:12]([O-])(=O)[CH3:13].[Na+].[C:17]([C:19]1C(=O)[C:24](Cl)=[C:23](Cl)[C:21](=O)[C:20]=1C#N)#[N:18], predict the reaction product. The product is: [NH:18]1[C:21]2=[C:23]3[C:24](=[CH:12][CH:13]=[C:20]2[CH:19]=[CH:17]1)[C:8]1[C:7](=[CH:6][CH:5]=[C:4]([C:2]#[N:3])[CH:9]=1)[NH:10]3. (2) Given the reactants [Cl:1][C:2]1[C:3]([N:8](COCCOC)[S:9]([C:12]2[C:20]3[C:15](=[N:16][CH:17]=[CH:18][CH:19]=3)[S:14][C:13]=2[CH2:21][C:22]2[CH:27]=[C:26]3[O:28][CH2:29][O:30][C:25]3=[CH:24][C:23]=2[CH3:31])(=[O:11])=[O:10])=[N:4][O:5][C:6]=1[CH3:7].Cl, predict the reaction product. The product is: [Cl:1][C:2]1[C:3]([NH:8][S:9]([C:12]2[C:20]3[C:15](=[N:16][CH:17]=[CH:18][CH:19]=3)[S:14][C:13]=2[CH2:21][C:22]2[CH:27]=[C:26]3[O:28][CH2:29][O:30][C:25]3=[CH:24][C:23]=2[CH3:31])(=[O:11])=[O:10])=[N:4][O:5][C:6]=1[CH3:7]. (3) Given the reactants [F:1][C:2]1[CH:3]=[C:4]2[C:8](=[CH:9][CH:10]=1)[NH:7][C:6](=[O:11])[C:5]2=[C:12]1[C:20]2[C:15](=[N:16][C:17]([CH:21]=[CH2:22])=[CH:18][CH:19]=2)[CH2:14][O:13]1.C[O:24][CH2:25][CH2:26][NH:27][CH3:28], predict the reaction product. The product is: [F:1][C:2]1[CH:3]=[C:4]2[C:8](=[CH:9][CH:10]=1)[NH:7][C:6](=[O:11])[C:5]2=[C:12]1[C:20]2[C:15](=[N:16][C:17]([CH2:21][CH2:22][N:27]([CH2:26][CH2:25][OH:24])[CH3:28])=[CH:18][CH:19]=2)[CH2:14][O:13]1. (4) Given the reactants [F:1][C:2]1[C:3]([NH:24][C@@H:25]2[CH2:30][CH2:29][CH2:28][N:27]([C:31](=[O:34])[CH:32]=[CH2:33])[CH2:26]2)=[N:4][C:5]([NH:8][C:9]2[CH:10]=[C:11]3[C:15](=[CH:16][CH:17]=2)[CH2:14][N:13]([CH:18]2[CH2:23][CH2:22][NH:21][CH2:20][CH2:19]2)[CH2:12]3)=[N:6][CH:7]=1.[C:35](Cl)(=[O:37])[CH3:36], predict the reaction product. The product is: [C:35]([N:21]1[CH2:22][CH2:23][CH:18]([N:13]2[CH2:12][C:11]3[C:15](=[CH:16][CH:17]=[C:9]([NH:8][C:5]4[N:4]=[C:3]([NH:24][C@@H:25]5[CH2:30][CH2:29][CH2:28][N:27]([C:31](=[O:34])[CH:32]=[CH2:33])[CH2:26]5)[C:2]([F:1])=[CH:7][N:6]=4)[CH:10]=3)[CH2:14]2)[CH2:19][CH2:20]1)(=[O:37])[CH3:36]. (5) Given the reactants [Si]([O:18][C:19]1[CH:64]=[CH:63][C:22]([O:23][CH2:24][C@@H:25]([OH:62])[CH2:26][NH:27][CH2:28][CH2:29][C:30]2[CH:61]=[CH:60][C:33]([NH:34][CH:35]3[CH2:40][CH2:39][N:38]([C:41]([CH:43]4[CH2:48][CH2:47][N:46]([C:49]([NH:51][CH2:52][CH2:53][CH2:54][CH2:55][CH2:56][CH2:57][CH2:58][CH3:59])=[O:50])[CH2:45][CH2:44]4)=[O:42])[CH2:37][CH2:36]3)=[CH:32][CH:31]=2)=[CH:21][CH:20]=1)(C(C)(C)C)(C1C=CC=CC=1)C1C=CC=CC=1, predict the reaction product. The product is: [CH2:52]([NH:51][C:49]([N:46]1[CH2:47][CH2:48][CH:43]([C:41]([N:38]2[CH2:37][CH2:36][CH:35]([NH:34][C:33]3[CH:32]=[CH:31][C:30]([CH2:29][CH2:28][NH:27][CH2:26][C@H:25]([OH:62])[CH2:24][O:23][C:22]4[CH:21]=[CH:20][C:19]([OH:18])=[CH:64][CH:63]=4)=[CH:61][CH:60]=3)[CH2:40][CH2:39]2)=[O:42])[CH2:44][CH2:45]1)=[O:50])[CH2:53][CH2:54][CH2:55][CH2:56][CH2:57][CH2:58][CH3:59].